This data is from Experimentally validated miRNA-target interactions with 360,000+ pairs, plus equal number of negative samples. The task is: Binary Classification. Given a miRNA mature sequence and a target amino acid sequence, predict their likelihood of interaction. (1) The miRNA is hsa-miR-4492 with sequence GGGGCUGGGCGCGCGCC. The protein sequence of the target gene is MSGWESYYKTEGDEEAEEEQEENLEASGDYKYSGRDSLIFLVDASKAMFESQSEDELTPFDMSIQCIQSVYISKIISSDRDLLAVVFYGTEKDKNSVNFKNIYVLQELDNPGAKRILELDQFKGQQGQKRFQDMMGHGSDYSLSEVLWVCANLFSDVQFKMSHKRIMLFTNEDNPHGNDSAKASRARTKAGDLRDTGIFLDLMHLKKPGGFDISLFYRDIISIAEDEDLRVHFEESSKLEDLLRKVRAKETRKRALSRLKLKLNKDIVISVGIYNLVQKALKPPPIKLYRETNEPVKTKT.... Result: 0 (no interaction). (2) The miRNA is mmu-miR-2139 with sequence AGCUGCGCUGCUCCUGGUAACUGC. The protein sequence of the target gene is MEAPAELLAALPALATALALLLAWLLVRRGAAASPEPARAPPEPAPPAEATGAPAPSRPCAPEPAASPAGPEEPGEPAGLGELGEPAGPGEPEGPGDPAAAPAEAEEQAVEARQEEEQDLDGEKGPSSEGPEEEDGEGFSFKYSPGKLRGNQYKKMMTKEELEEEQRVQKEQLAAIFKLMKDNKETFGEMSDGDVQEQLRLYDM. Result: 0 (no interaction). (3) The miRNA is hsa-miR-376a-3p with sequence AUCAUAGAGGAAAAUCCACGU. The protein sequence of the target gene is MEGCMGEESFQMWELNRRLEAYLARVKALEEQNELLSAELGGLRAQSADTSWRAHADDELAALRALVDQRWREKHAAEVARDNLAEELEGVAGRCQQLRLARERTTEEVARNRRAVEAEKCARAWLSSQVAELERELEALRVAHEEERVGLNAQAACAPRCPAPPRGPPAPAPEVEELARRLGEAWRGAVRGYQERVAHMETSLGQARERLGRAVQGAREGRLELQQLQAERGGLLERRAALEQRLEGRWQERLRATEKFQLAVEALEQEKQGLQSQIAQVLEGRQQLAHLKMSLSLEVA.... Result: 0 (no interaction). (4) The miRNA is mmu-miR-135a-5p with sequence UAUGGCUUUUUAUUCCUAUGUGA. The protein sequence of the target gene is MWRVCARRARSAVPRDGFRARWAALKEGPGAPCGSPRIGPAAVRCGSGIPRYGVRSLCGWSSGSGTVPRNRLLRQLLGSPSRRSYSLPPHQKVPLPSLSPTMQAGTIARWEKKEGEKISEGDLIAEVETDKATVGFESLEECYMAKILVPEGTRDVPVGSIICITVEKPQDIEAFKNYTLDLAAAAAPQAAPAAAPAPAAAPAAPSASAPGSSYPTHMQIVLPALSPTMTMGTVQRWEKKVGEKLSEGDLLAEIETDKATIGFEVQEEGYLAKILVPEGTRDVPLGAPLCIIVEKQEDIA.... Result: 0 (no interaction). (5) The miRNA is mmu-miR-694 with sequence CUGAAAAUGUUGCCUGAAG. The protein sequence of the target gene is MSDSGSQLGSMGSLTMKSQLQITVISAKLKENKKNWFGPSPYVEVTVDGQSKKTEKCNNTNSPKWKQPLTVIVTPVSKLHFRVWSHQTLKSDVLLGTAALDIYETLKSNNMKLEEVVVTLQLGGDKEPTETIGDLSICLDGLQLESEVVTNGETTCSENGVSLCLPRLECNSAISAHCNLCLPGLSDSPISASRVAGFTGASQNDDGSRSKDETRVSTNGSDDPEDAGAGENRRVSGNNSPSLSNGGFKPSRPPRPSRPPPPTPRRPASVNGSPSATSESDGSSTGSLPPTNTNTNTSEG.... Result: 0 (no interaction). (6) The miRNA is hsa-miR-1250-5p with sequence ACGGUGCUGGAUGUGGCCUUU. The protein sequence of the target gene is MKPPAAQGSPAAAAAAAPALDSAAAEDLSDALCEFDAVLADFASPFHERHFHYEEHLERMKRRSSASVSDSSGFSDSESADSLYRNSFSFSDEKLNSPTDSTPALLSATVTPQKAKLGDTKELEAFIADLDKTLASM. Result: 0 (no interaction).